Predict the reactants needed to synthesize the given product. From a dataset of Full USPTO retrosynthesis dataset with 1.9M reactions from patents (1976-2016). (1) Given the product [CH:1]1([C:4]2[N:9]3[N:10]=[CH:11][C:12]([C:13]4[O:15][N:39]=[C:28]([C:29]5[CH:30]=[CH:31][C:32]([S:35]([NH2:36])(=[O:37])=[O:38])=[CH:33][CH:34]=5)[N:27]=4)=[C:8]3[N:7]=[C:6]([C:16]3[CH:21]=[CH:20][C:19]([C:22]([F:25])([F:24])[F:23])=[CH:18][CH:17]=3)[CH:5]=2)[CH2:2][CH2:3]1, predict the reactants needed to synthesize it. The reactants are: [CH:1]1([C:4]2[N:9]3[N:10]=[CH:11][C:12]([C:13]([OH:15])=O)=[C:8]3[N:7]=[C:6]([C:16]3[CH:21]=[CH:20][C:19]([C:22]([F:25])([F:24])[F:23])=[CH:18][CH:17]=3)[CH:5]=2)[CH2:3][CH2:2]1.O[NH:27][C:28](=[NH:39])[C:29]1[CH:34]=[CH:33][C:32]([S:35](=[O:38])(=[O:37])[NH2:36])=[CH:31][CH:30]=1. (2) Given the product [C:1]([O:5][C:6](=[O:33])[NH:7][C:8]1[CH:9]=[CH:10][C:11]([O:14][C:15]2[CH:20]=[CH:19][C:18]([NH:21][C:22]([C:24]3[S:25][C:26]([Br:29])=[CH:27][CH:28]=3)=[O:23])=[CH:17][C:16]=2[NH2:30])=[CH:12][CH:13]=1)([CH3:4])([CH3:2])[CH3:3], predict the reactants needed to synthesize it. The reactants are: [C:1]([O:5][C:6](=[O:33])[NH:7][C:8]1[CH:13]=[CH:12][C:11]([O:14][C:15]2[CH:20]=[CH:19][C:18]([NH:21][C:22]([C:24]3[S:25][C:26]([Br:29])=[CH:27][CH:28]=3)=[O:23])=[CH:17][C:16]=2[N+:30]([O-])=O)=[CH:10][CH:9]=1)([CH3:4])([CH3:3])[CH3:2].[NH4+].[Cl-].